Dataset: Forward reaction prediction with 1.9M reactions from USPTO patents (1976-2016). Task: Predict the product of the given reaction. (1) Given the reactants [CH:1]1[CH:2]=[CH:3][C:4]2[NH:11][C:9](=[O:10])[CH:8]=[C:7]([CH2:12][CH:13]([NH:17][C:18]([C:20]3[CH:21]=[CH:22][C:23]([Cl:26])=[CH:24][CH:25]=3)=[O:19])[C:14]([OH:16])=[O:15])[C:5]=2[CH:6]=1.Br[CH2:28][CH2:29][CH2:30][CH2:31][N:32]1[CH2:37][CH2:36][O:35][CH2:34][CH2:33]1, predict the reaction product. The product is: [Cl:26][C:23]1[CH:24]=[CH:25][C:20]([C:18]([NH:17][CH:13]([CH2:12][C:7]2[C:5]3[C:4](=[CH:3][CH:2]=[CH:1][CH:6]=3)[NH:11][C:9](=[O:10])[CH:8]=2)[C:14]([O:16][CH2:28][CH2:29][CH2:30][CH2:31][N:32]2[CH2:37][CH2:36][O:35][CH2:34][CH2:33]2)=[O:15])=[O:19])=[CH:21][CH:22]=1. (2) Given the reactants [Cl:1][C:2]1[CH:16]=[CH:15][C:5]([O:6][C:7]2[N:12]=[CH:11][C:10]([CH2:13]O)=[CH:9][CH:8]=2)=[CH:4][CH:3]=1.O=S(Cl)[Cl:19], predict the reaction product. The product is: [Cl:19][CH2:13][C:10]1[CH:9]=[CH:8][C:7]([O:6][C:5]2[CH:15]=[CH:16][C:2]([Cl:1])=[CH:3][CH:4]=2)=[N:12][CH:11]=1. (3) Given the reactants [Br:1][C:2]1[C:7]([CH3:8])=[CH:6][C:5]([OH:9])=[C:4]([O:10][CH3:11])[CH:3]=1.CCN(C(C)C)C(C)C.[CH3:21][Si:22]([CH3:29])([CH3:28])[CH2:23][CH2:24][O:25][CH2:26]Cl, predict the reaction product. The product is: [Br:1][C:2]1[C:7]([CH3:8])=[CH:6][C:5]([O:9][CH2:26][O:25][CH2:24][CH2:23][Si:22]([CH3:29])([CH3:28])[CH3:21])=[C:4]([O:10][CH3:11])[CH:3]=1. (4) Given the reactants [F:1][C:2]1[C:3]2[N:4]([CH:12]=[CH:13][N:14]=2)[CH:5]=[CH:6][C:7]=1[C:8]([OH:11])([CH3:10])[CH3:9].Br[C:16]1[CH:17]=[C:18]([C:23]2[C:24]([C:30]#[N:31])=[CH:25][C:26]([F:29])=[CH:27][CH:28]=2)[CH:19]=[CH:20][C:21]=1[F:22], predict the reaction product. The product is: [F:29][C:26]1[CH:25]=[C:24]([C:30]#[N:31])[C:23]([C:18]2[CH:17]=[CH:16][C:21]([F:22])=[C:20]([C:12]3[N:4]4[CH:5]=[CH:6][C:7]([C:8]([OH:11])([CH3:10])[CH3:9])=[C:2]([F:1])[C:3]4=[N:14][CH:13]=3)[CH:19]=2)=[CH:28][CH:27]=1. (5) Given the reactants [NH2:1][C:2]1[N:7]=[C:6]([Cl:8])[C:5]([CH:9]=[O:10])=[C:4](Cl)[N:3]=1.C(N(CC)CC)C.[C:19]([O:23][CH3:24])(=[O:22])[CH2:20][SH:21], predict the reaction product. The product is: [CH3:24][O:23][C:19](=[O:22])[CH2:20][S:21][C:4]1[C:5]([CH:9]=[O:10])=[C:6]([Cl:8])[N:7]=[C:2]([NH2:1])[N:3]=1.